The task is: Predict which catalyst facilitates the given reaction.. This data is from Catalyst prediction with 721,799 reactions and 888 catalyst types from USPTO. (1) Product: [Cl:42][C:38]1[CH:37]=[C:36]([N:33]2[CH2:34][CH2:35][N:30]([C:28]([C:27]3[N:23]([CH:22]([C:44]4[CH:45]=[CH:46][C:47]([C:48]#[N:49])=[CH:50][CH:51]=4)[CH2:21][CH2:20][CH2:19][OH:18])[CH:24]=[N:25][CH:26]=3)=[O:29])[CH2:31][C:32]2=[O:43])[CH:41]=[CH:40][CH:39]=1. The catalyst class is: 10. Reactant: [Si]([O:18][CH2:19][CH2:20][CH2:21][CH:22]([C:44]1[CH:51]=[CH:50][C:47]([C:48]#[N:49])=[CH:46][CH:45]=1)[N:23]1[C:27]([C:28]([N:30]2[CH2:35][CH2:34][N:33]([C:36]3[CH:41]=[CH:40][CH:39]=[C:38]([Cl:42])[CH:37]=3)[C:32](=[O:43])[CH2:31]2)=[O:29])=[CH:26][N:25]=[CH:24]1)(C(C)(C)C)(C1C=CC=CC=1)C1C=CC=CC=1.N1C=CC=CC=1.F.C(=O)(O)[O-].[Na+]. (2) Product: [NH2:19][C:11]1[CH:10]=[C:9]([C:7]#[N:8])[CH:18]=[CH:17][C:12]=1[C:13]([O:15][CH3:16])=[O:14]. The catalyst class is: 5. Reactant: C(=O)([O-])[O-].[K+].[K+].[C:7]([C:9]1[CH:18]=[CH:17][C:12]([C:13]([O:15][CH3:16])=[O:14])=[C:11]([NH:19]C(=O)C(F)(F)F)[CH:10]=1)#[N:8]. (3) The catalyst class is: 23. Reactant: [Cl:1][C:2]1[C:11]([CH:12]=[O:13])=[CH:10][C:9]2[C:4](=[CH:5][CH:6]=[CH:7][CH:8]=2)[N:3]=1.O.O.P([O-])(O)(O)=[O:17].[Na+].Cl([O-])=O.[Na+].S([O-])([O-])=O.[Na+].[Na+].Cl. Product: [Cl:1][C:2]1[C:11]([C:12]([OH:17])=[O:13])=[CH:10][C:9]2[C:4](=[CH:5][CH:6]=[CH:7][CH:8]=2)[N:3]=1. (4) Reactant: [F:1][C:2]1[CH:3]=[C:4]([C:8]2[CH:16]=[CH:15][CH:14]=[C:13]3[C:9]=2[CH2:10][C:11](=[O:17])[NH:12]3)[CH:5]=[CH:6][CH:7]=1.[CH3:18][C:19]1[C:23]([C:24]([N:26]2[CH2:31][CH2:30][N:29]([CH3:32])[CH2:28][CH2:27]2)=[O:25])=[C:22]([CH3:33])[NH:21][C:20]=1[CH:34]=O. Product: [CH3:18][C:19]1[C:23]([C:24]([N:26]2[CH2:27][CH2:28][N:29]([CH3:32])[CH2:30][CH2:31]2)=[O:25])=[C:22]([CH3:33])[NH:21][C:20]=1[CH:34]=[C:10]1[C:9]2[C:13](=[CH:14][CH:15]=[CH:16][C:8]=2[C:4]2[CH:5]=[CH:6][CH:7]=[C:2]([F:1])[CH:3]=2)[NH:12][C:11]1=[O:17]. The catalyst class is: 360. (5) Reactant: [F:1][C:2]1([F:11])[CH2:7][CH2:6][CH:5]([NH:8][CH:9]=O)[CH2:4][CH2:3]1.C1C=CC(P(C2C=CC=CC=2)C2C=CC=CC=2)=CC=1.C(Cl)(Cl)(Cl)Cl.CCN(CC)CC. Product: [F:1][C:2]1([F:11])[CH2:7][CH2:6][CH:5]([N+:8]#[C-:9])[CH2:4][CH2:3]1. The catalyst class is: 2.